From a dataset of Reaction yield outcomes from USPTO patents with 853,638 reactions. Predict the reaction yield, written as a fraction of the theoretical maximum amount of product (1.0 means a 100% yield; for example, 0.34 means a 34% yield). The reactants are Br[C:2]1[CH:3]=[CH:4][C:5]([C:8]2[CH:13]=[CH:12][C:11]([O:14][CH3:15])=[C:10]([O:16][CH3:17])[CH:9]=2)=[N:6][CH:7]=1.[C:18]([O:22][C:23]([CH3:26])([CH3:25])[CH3:24])(=[O:21])[CH:19]=[CH2:20].CCN(C(C)C)C(C)C. The catalyst is CN(C=O)C.C1C=CC(/C=C/C(/C=C/C2C=CC=CC=2)=O)=CC=1.C1C=CC(/C=C/C(/C=C/C2C=CC=CC=2)=O)=CC=1.C1C=CC(/C=C/C(/C=C/C2C=CC=CC=2)=O)=CC=1.[Pd].[Pd]. The product is [CH3:17][O:16][C:10]1[CH:9]=[C:8]([C:5]2[N:6]=[CH:7][C:2](/[CH:20]=[CH:19]/[C:18]([O:22][C:23]([CH3:26])([CH3:25])[CH3:24])=[O:21])=[CH:3][CH:4]=2)[CH:13]=[CH:12][C:11]=1[O:14][CH3:15]. The yield is 0.830.